From a dataset of Forward reaction prediction with 1.9M reactions from USPTO patents (1976-2016). Predict the product of the given reaction. (1) Given the reactants COC(=O)C([C:12]1[CH:17]=[CH:16][C:15]([N+:18]([O-:20])=[O:19])=[C:14]([C:21](=[O:25])[N:22]([CH3:24])[CH3:23])[CH:13]=1)C(OC(C)(C)C)=O.FC(F)(F)C(O)=O.[Cl:34]CCl, predict the reaction product. The product is: [Cl:34][C:12]1[CH:17]=[CH:16][C:15]([N+:18]([O-:20])=[O:19])=[C:14]([CH:13]=1)[C:21]([N:22]([CH3:24])[CH3:23])=[O:25]. (2) Given the reactants [C:1]([O:5][C:6]([NH:8][CH2:9][CH:10]([OH:20])[CH2:11][NH:12][C:13]([O:15][C:16]([CH3:19])([CH3:18])[CH3:17])=[O:14])=[O:7])([CH3:4])([CH3:3])[CH3:2].C(N(CC)CC)C.[S:28](Cl)([C:31]1[CH:37]=[CH:36][C:34]([CH3:35])=[CH:33][CH:32]=1)(=[O:30])=[O:29].[Cl-], predict the reaction product. The product is: [C:1]([O:5][C:6]([NH:8][CH2:9][CH:10]([O:20][S:28]([C:31]1[CH:37]=[CH:36][C:34]([CH3:35])=[CH:33][CH:32]=1)(=[O:30])=[O:29])[CH2:11][NH:12][C:13]([O:15][C:16]([CH3:19])([CH3:18])[CH3:17])=[O:14])=[O:7])([CH3:4])([CH3:3])[CH3:2]. (3) Given the reactants [O:1]1[CH2:6][CH2:5][N:4]([C:7]([C:9]2[NH:20][C:12]3=[N:13][CH:14]=[C:15]([N+:17]([O-])=O)[CH:16]=[C:11]3[CH:10]=2)=[O:8])[CH2:3][CH2:2]1.[H][H], predict the reaction product. The product is: [NH2:17][C:15]1[CH:16]=[C:11]2[CH:10]=[C:9]([C:7]([N:4]3[CH2:5][CH2:6][O:1][CH2:2][CH2:3]3)=[O:8])[NH:20][C:12]2=[N:13][CH:14]=1. (4) Given the reactants Cl[C:2]1[CH:7]=[CH:6][C:5]([C:8]2[CH:13]=[CH:12][CH:11]=[CH:10][CH:9]=2)=[CH:4][CH:3]=1.O1[CH2:19][CH2:18][O:17][CH2:16]C1.O.C(=O)([O-])[O-].[Cs+].[Cs+].[CH3:27][CH2:28]CCCCC, predict the reaction product. The product is: [CH:19]1([CH2:18][O:17][CH2:16][C:2]2[CH:7]=[CH:6][C:5]([C:8]3[CH:13]=[CH:12][CH:11]=[CH:10][CH:9]=3)=[CH:4][CH:3]=2)[CH2:28][CH2:27]1. (5) The product is: [Cl:21][C:16]1[CH:17]=[CH:18][CH:19]=[CH:20][C:15]=1[C@@H:14]1[O:13][C:12]2([CH2:25][CH2:24][CH2:23][CH2:22]2)[O:11][C@H:10]1[CH2:9][CH2:8][OH:7]. Given the reactants C([O:7][CH2:8][CH2:9][C@H:10]1[C@H:14]([C:15]2[CH:20]=[CH:19][CH:18]=[CH:17][C:16]=2[Cl:21])[O:13][C:12]2([CH2:25][CH2:24][CH2:23][CH2:22]2)[O:11]1)(=O)C(C)(C)C.C(OCC[C@H]1[C@H](C2C=CC=CC=2Cl)OC(CC)(CC)O1)(=O)C(C)(C)C, predict the reaction product. (6) Given the reactants Br[C:2]1[CH:7]=[CH:6][C:5]([C:8]([N:10]2[CH2:15][CH2:14][N:13]([C:16]3[CH:21]=[CH:20][C:19]([CH3:22])=[CH:18][C:17]=3[CH3:23])[CH2:12][CH2:11]2)=[O:9])=[C:4]([S:24]([CH3:27])(=[O:26])=[O:25])[CH:3]=1.[O:28]=[C:29]1[NH:33][C@H:32]([CH2:34][O:35]C(=O)C2C=CC=CC=2)[CH2:31][O:30]1.C(=O)([O-])[O-].[K+].[K+].CNCCNC, predict the reaction product. The product is: [CH3:23][C:17]1[CH:18]=[C:19]([CH3:22])[CH:20]=[CH:21][C:16]=1[N:13]1[CH2:14][CH2:15][N:10]([C:8]([C:5]2[CH:6]=[CH:7][C:2]([N:33]3[C@H:32]([CH2:34][OH:35])[CH2:31][O:30][C:29]3=[O:28])=[CH:3][C:4]=2[S:24]([CH3:27])(=[O:26])=[O:25])=[O:9])[CH2:11][CH2:12]1. (7) Given the reactants [C:1]([C:3]1[CH:32]=[CH:31][C:6]([O:7][CH2:8][C@@H:9]([OH:30])[CH2:10][N:11]2[CH2:18][CH:17]3[O:19][CH:13]([CH2:14][N:15]([CH2:20][CH2:21][NH:22]C(=O)OC(C)(C)C)[CH2:16]3)[CH2:12]2)=[CH:5][CH:4]=1)#[N:2].FC(F)(F)C(O)=O.C([O-])([O-])=O.[K+].[K+], predict the reaction product. The product is: [NH2:22][CH2:21][CH2:20][N:15]1[CH2:16][CH:17]2[O:19][CH:13]([CH2:12][N:11]([CH2:10][C@H:9]([OH:30])[CH2:8][O:7][C:6]3[CH:5]=[CH:4][C:3]([C:1]#[N:2])=[CH:32][CH:31]=3)[CH2:18]2)[CH2:14]1. (8) Given the reactants [F:1][C:2]([F:13])([F:12])[C:3]1[CH:4]=[CH:5][C:6]([O:10][CH3:11])=[C:7]([CH:9]=1)[NH2:8].[C:14]([C:17]1[CH:18]=[C:19]([CH:28]=[CH:29][CH:30]=1)[O:20][C:21]1[CH:27]=[CH:26][C:24]([NH2:25])=[CH:23][CH:22]=1)([OH:16])=[O:15].FC(F)(F)C1C=CC(OC)=C([N:39]=[C:40]=[O:41])C=1, predict the reaction product. The product is: [C:14]([C:17]1[CH:18]=[C:19]([CH:28]=[CH:29][CH:30]=1)[O:20][C:21]1[CH:27]=[CH:26][C:24]([NH2:25])=[CH:23][CH:22]=1)([OH:16])=[O:15].[F:1][C:2]([F:12])([F:13])[C:3]1[CH:4]=[CH:5][C:6]([O:10][CH3:11])=[C:7]([NH:8][C:40]([NH:39][C:19]2[CH:28]=[CH:29][CH:30]=[C:17]([C:14]([OH:16])=[O:15])[CH:18]=2)=[O:41])[CH:9]=1. (9) Given the reactants [NH2:1][C:2]1[C:3]([C:7](=[N:17][OH:18])[NH:8][C:9]2[CH:14]=[CH:13][C:12]([F:15])=[C:11]([Cl:16])[CH:10]=2)=[N:4][O:5][N:6]=1.C(N(CC)C(C)C)(C)C.[CH2:28]([N:35]=[C:36]=[O:37])[C:29]1[CH:34]=[CH:33][CH:32]=[CH:31][CH:30]=1, predict the reaction product. The product is: [NH2:1][C:2]1[C:3]([C:7](=[N:17][O:18][C:36]([NH:35][CH2:28][C:29]2[CH:34]=[CH:33][CH:32]=[CH:31][CH:30]=2)=[O:37])[NH:8][C:9]2[CH:14]=[CH:13][C:12]([F:15])=[C:11]([Cl:16])[CH:10]=2)=[N:4][O:5][N:6]=1.